Dataset: Full USPTO retrosynthesis dataset with 1.9M reactions from patents (1976-2016). Task: Predict the reactants needed to synthesize the given product. (1) Given the product [NH2:9][C:7]1[CH:6]=[CH:5][C:4]([NH:12][C:13](=[O:19])[O:14][C:15]([CH3:16])([CH3:17])[CH3:18])=[C:3]([C:1]#[N:2])[CH:8]=1, predict the reactants needed to synthesize it. The reactants are: [C:1]([C:3]1[CH:8]=[C:7]([N+:9]([O-])=O)[CH:6]=[CH:5][C:4]=1[NH:12][C:13](=[O:19])[O:14][C:15]([CH3:18])([CH3:17])[CH3:16])#[N:2].C([O-])=O.[NH4+]. (2) Given the product [N:1]1[N:12]2[C:4]([N:5]=[C:6]3[C:10](=[C:11]2[C:13]2[CH:14]=[CH:15][C:16]4[O:20][C:19]([CH2:21][CH2:22][O:23][S:33]([CH3:32])(=[O:35])=[O:34])=[CH:18][C:17]=4[CH:24]=2)[CH2:9][CH2:8][CH2:7]3)=[CH:3][CH:2]=1, predict the reactants needed to synthesize it. The reactants are: [N:1]1[N:12]2[C:4]([N:5]=[C:6]3[C:10](=[C:11]2[C:13]2[CH:14]=[CH:15][C:16]4[O:20][C:19]([CH2:21][CH2:22][OH:23])=[CH:18][C:17]=4[CH:24]=2)[CH2:9][CH2:8][CH2:7]3)=[CH:3][CH:2]=1.C(N(CC)CC)C.[CH3:32][S:33](Cl)(=[O:35])=[O:34].O. (3) The reactants are: [CH2:1]([S:3][CH2:4][N:5]1[C:9]([CH3:10])=[CH:8][C:7]([NH2:11])=[N:6]1)[CH3:2].Cl.[C:13](Cl)(=[O:20])[C:14]1[CH:19]=[CH:18][CH:17]=[N:16][CH:15]=1. Given the product [CH2:1]([S:3][CH2:4][N:5]1[C:9]([CH3:10])=[CH:8][C:7]([NH:11][C:13](=[O:20])[C:14]2[CH:19]=[CH:18][CH:17]=[N:16][CH:15]=2)=[N:6]1)[CH3:2], predict the reactants needed to synthesize it. (4) Given the product [NH2:13][C:9]1[CH:8]=[C:7]2[C:12](=[CH:11][CH:10]=1)[N:4]([CH2:3][CH2:2][F:1])[C:5](=[O:16])[CH2:6]2, predict the reactants needed to synthesize it. The reactants are: [F:1][CH2:2][CH2:3][N:4]1[C:12]2[C:7](=[CH:8][C:9]([N+:13]([O-])=O)=[CH:10][CH:11]=2)[CH2:6][C:5]1=[O:16].[Cl-].[NH4+]. (5) Given the product [Br:1][C:2]1[CH:3]=[CH:4][C:5]([C:8]2[C:9](=[O:18])[N:10]([CH2:22][C:23]([NH:25][C:26]3[CH:31]=[CH:30][CH:29]=[C:28]([C:32]([F:33])([F:34])[F:35])[CH:27]=3)=[O:24])[C:11]3([CH2:17][CH2:16][CH2:15][O:14][CH2:13]3)[N:12]=2)=[CH:6][CH:7]=1, predict the reactants needed to synthesize it. The reactants are: [Br:1][C:2]1[CH:7]=[CH:6][C:5]([C:8]2[C:9](=[O:18])[NH:10][C:11]3([CH2:17][CH2:16][CH2:15][O:14][CH2:13]3)[N:12]=2)=[CH:4][CH:3]=1.[H-].[Na+].Br[CH2:22][C:23]([NH:25][C:26]1[CH:31]=[CH:30][CH:29]=[C:28]([C:32]([F:35])([F:34])[F:33])[CH:27]=1)=[O:24].O.